Dataset: Reaction yield outcomes from USPTO patents with 853,638 reactions. Task: Predict the reaction yield, written as a fraction of the theoretical maximum amount of product (1.0 means a 100% yield; for example, 0.34 means a 34% yield). (1) The reactants are [OH:1][C:2]1[CH:3]=[C:4]([CH:7]=[CH:8][C:9]=1[N+:10]([O-:12])=[O:11])[CH:5]=O.[CH3:13][O:14][CH2:15][CH2:16][O:17][CH2:18]Cl.[CH3:20][O:21][C:22]1[CH:23]=[C:24]([CH:28]=[CH:29][C:30]=1[O:31][CH3:32])[CH2:25][C:26]#[N:27]. No catalyst specified. The product is [CH3:20][O:21][C:22]1[CH:23]=[C:24](/[C:25](=[CH:5]/[C:4]2[CH:7]=[CH:8][C:9]([N+:10]([O-:12])=[O:11])=[C:2]([O:1][CH2:13][O:14][CH2:15][CH2:16][O:17][CH3:18])[CH:3]=2)/[C:26]#[N:27])[CH:28]=[CH:29][C:30]=1[O:31][CH3:32]. The yield is 0.340. (2) The reactants are C(OC1C(F)=CC=C2C=1C(CCN(C)C)=CN2)C1C=CC=CC=1.[CH2:24]([N:26]1[C:34]2[C:29](=[C:30]([OH:36])[CH:31]=[C:32]([F:35])[CH:33]=2)[C:28]([CH2:37][C:38]([N:40]2[CH2:45][CH2:44][O:43][CH2:42][CH2:41]2)=O)=[CH:27]1)[CH3:25]. No catalyst specified. The product is [CH2:24]([N:26]1[C:34]2[CH:33]=[C:32]([F:35])[CH:31]=[C:30]([OH:36])[C:29]=2[C:28]([CH2:37][CH2:38][N:40]2[CH2:45][CH2:44][O:43][CH2:42][CH2:41]2)=[CH:27]1)[CH3:25]. The yield is 0.270. (3) The reactants are [CH3:1][O:2][C:3]1[CH:17]=[CH:16][C:6]([C:7]([NH:9][C:10]2[CH:15]=[CH:14][CH:13]=[CH:12][CH:11]=2)=[O:8])=[CH:5][CH:4]=1.C([Li])CCC.CC(O)C.C(=O)=O.CN(C)[C:32](=[O:39])[C:33]1[CH:38]=[CH:37][CH:36]=[CH:35][CH:34]=1. The catalyst is O1CCCC1. The product is [OH:39][C:32]1([C:33]2[CH:38]=[CH:37][CH:36]=[CH:35][CH:34]=2)[C:5]2[C:6](=[CH:16][CH:17]=[C:3]([O:2][CH3:1])[CH:4]=2)[C:7](=[O:8])[N:9]1[C:10]1[CH:15]=[CH:14][CH:13]=[CH:12][CH:11]=1. The yield is 0.712. (4) The reactants are [CH3:1][O:2][C:3]([C:5]1([C:8]2[CH:13]=[C:12]([I:14])[C:11]([OH:15])=[C:10]([I:16])[CH:9]=2)[CH2:7][CH2:6]1)=[O:4].Cl[CH2:18][C:19]([CH3:21])=[CH2:20].C([O-])([O-])=O.[K+].[K+]. The catalyst is CC(C)=O.[Na+].[I-]. The product is [CH3:1][O:2][C:3]([C:5]1([C:8]2[CH:9]=[C:10]([I:16])[C:11]([O:15][CH2:20][C:19]([CH3:21])=[CH2:18])=[C:12]([I:14])[CH:13]=2)[CH2:7][CH2:6]1)=[O:4]. The yield is 0.970. (5) The reactants are N1C=CN=C1.[Br:6][C:7]1[C:16]2[C:11](=[CH:12][CH:13]=[CH:14][CH:15]=2)[C:10]([OH:17])=[CH:9][CH:8]=1.[Si:18](Cl)([C:21]([CH3:24])([CH3:23])[CH3:22])([CH3:20])[CH3:19]. The catalyst is CN(C=O)C. The product is [Br:6][C:7]1[C:16]2[C:11](=[CH:12][CH:13]=[CH:14][CH:15]=2)[C:10]([O:17][Si:18]([C:21]([CH3:24])([CH3:23])[CH3:22])([CH3:20])[CH3:19])=[CH:9][CH:8]=1. The yield is 0.850.